This data is from Catalyst prediction with 721,799 reactions and 888 catalyst types from USPTO. The task is: Predict which catalyst facilitates the given reaction. Reactant: Cl[C:2]1[C:11]2=[N:12][N:13](CC3C=CC(OC)=CC=3)[CH:14]=[C:10]2[C:9]2[CH:8]=[C:7]([O:24][CH3:25])[CH:6]=[CH:5][C:4]=2[N:3]=1.[CH2:26]([N:30]1[CH2:35][CH2:34][N:33]([C:36]2[CH:42]=[CH:41][C:39]([NH2:40])=[CH:38][CH:37]=2)[CH2:32][CH2:31]1)[CH:27]([CH3:29])[CH3:28].Cl. Product: [CH2:26]([N:30]1[CH2:35][CH2:34][N:33]([C:36]2[CH:37]=[CH:38][C:39]([NH:40][C:2]3[C:11]4=[N:12][NH:13][CH:14]=[C:10]4[C:9]4[CH:8]=[C:7]([O:24][CH3:25])[CH:6]=[CH:5][C:4]=4[N:3]=3)=[CH:41][CH:42]=2)[CH2:32][CH2:31]1)[CH:27]([CH3:29])[CH3:28]. The catalyst class is: 71.